This data is from Catalyst prediction with 721,799 reactions and 888 catalyst types from USPTO. The task is: Predict which catalyst facilitates the given reaction. (1) Reactant: C(OC([N:8]1[CH2:15][CH:14]([C:16]([O:18][CH2:19][CH3:20])=[O:17])[CH2:13][CH:12]=[CH:11][CH2:10][CH2:9]1)=O)(C)(C)C.Cl. Product: [NH:8]1[CH2:15][CH:14]([C:16]([O:18][CH2:19][CH3:20])=[O:17])[CH2:13][CH:12]=[CH:11][CH2:10][CH2:9]1. The catalyst class is: 13. (2) Reactant: ClC(Cl)(O[C:5](=[O:11])OC(Cl)(Cl)Cl)Cl.CCN(C(C)C)C(C)C.[NH2:22][C:23]1[CH:24]=[CH:25][C:26]([O:29][C:30]2[CH:37]=[CH:36][C:33]([C:34]#[N:35])=[C:32]([C:38]([CH3:40])=[CH2:39])[CH:31]=2)=[N:27][CH:28]=1.[Cl-].[CH3:42][C@@:43]([NH3+:50])([CH2:48][CH3:49])[C:44](OC)=[O:45]. Product: [CH2:48]([C@:43]1([CH3:42])[C:44](=[O:45])[N:22]([C:23]2[CH:24]=[CH:25][C:26]([O:29][C:30]3[CH:37]=[CH:36][C:33]([C:34]#[N:35])=[C:32]([C:38]([CH3:40])=[CH2:39])[CH:31]=3)=[N:27][CH:28]=2)[C:5](=[O:11])[NH:50]1)[CH3:49]. The catalyst class is: 2. (3) Reactant: C[O:2][C:3]([C:5]1[S:9][C:8]([N:10]2[CH2:15][CH2:14][N:13]([C:16](=[O:18])[CH3:17])[CH2:12][CH2:11]2)=[N:7][CH:6]=1)=[O:4].Cl.NO.C[O-].[Na+].CO.Cl. Product: [C:16]([N:13]1[CH2:12][CH2:11][N:10]([C:8]2[S:9][C:5]([C:3]([OH:4])=[O:2])=[CH:6][N:7]=2)[CH2:15][CH2:14]1)(=[O:18])[CH3:17]. The catalyst class is: 12. (4) Reactant: [CH3:1][O:2][C:3]1[CH:4]=[C:5]([CH2:11][CH2:12][CH3:13])[CH:6]=[CH:7][C:8]=1[O:9][CH3:10].C1(C)C=CC(S(O)(=O)=[O:21])=CC=1.C(C1C(=O)C(Cl)=C(Cl)C(=O)C=1C#N)#N. Product: [CH3:1][O:2][C:3]1[CH:4]=[C:5]([CH:6]=[CH:7][C:8]=1[O:9][CH3:10])[CH:11]=[CH:12][CH:13]=[O:21]. The catalyst class is: 12. (5) Reactant: ClC1C=CC([O:6][C:7]2[C:16]3[C:11](=[CH:12][C:13]([O:19][CH2:20][CH:21]4[CH2:26][CH2:25][CH2:24][N:23]([CH3:27])[CH2:22]4)=[C:14]([O:17][CH3:18])[CH:15]=3)[N:10]=[CH:9][N:8]=2)=C(F)C=1. Product: [CH3:18][O:17][C:14]1[CH:15]=[C:16]2[C:11](=[CH:12][C:13]=1[O:19][CH2:20][CH:21]1[CH2:26][CH2:25][CH2:24][N:23]([CH3:27])[CH2:22]1)[N:10]=[CH:9][NH:8][C:7]2=[O:6]. The catalyst class is: 33. (6) The catalyst class is: 2. Product: [F:10][C:9]([F:12])([F:11])[C:25]([OH:24])=[O:31].[F:1][C:2]1[CH:3]=[C:4]([NH:5][C:22]([NH:52][C@H:49]2[CH2:48][C@H:47]3[C@:43]([C:37]4[CH:38]=[CH:39][C:40]([O:41][CH3:42])=[C:35]([O:34][CH3:33])[CH:36]=4)([CH2:44][CH2:45][N:46]3[CH3:53])[CH2:51][CH2:50]2)=[O:24])[CH:6]=[C:7]([F:13])[C:8]=1[C:9]([F:10])([F:11])[F:12]. Reactant: [F:1][C:2]1[CH:3]=[C:4]([CH:6]=[C:7]([F:13])[C:8]=1[C:9]([F:12])([F:11])[F:10])[NH2:5].C(N(CC)CC)C.Cl[C:22](Cl)([O:24][C:25](=[O:31])OC(Cl)(Cl)Cl)Cl.[CH3:33][O:34][C:35]1[CH:36]=[C:37]([C@@:43]23[CH2:51][CH2:50][C@@H:49]([NH2:52])[CH2:48][C@@H:47]2[N:46]([CH3:53])[CH2:45][CH2:44]3)[CH:38]=[CH:39][C:40]=1[O:41][CH3:42]. (7) Reactant: [CH3:1][C:2]1[C:7]2[NH:8][C:9](=[O:12])[CH2:10][O:11][C:6]=2[CH:5]=[CH:4][C:3]=1B1OC(C)(C)C(C)(C)O1.[CH2:22]([O:29][CH2:30][C:31]([F:48])([F:47])[CH2:32][N:33]1[C:37]([C:38]2[CH:43]=[CH:42][C:41]([F:44])=[CH:40][CH:39]=2)=[C:36](Br)[C:35]([CH3:46])=[N:34]1)[C:23]1[CH:28]=[CH:27][CH:26]=[CH:25][CH:24]=1.[K].O. Product: [CH2:22]([O:29][CH2:30][C:31]([F:47])([F:48])[CH2:32][N:33]1[C:37]([C:38]2[CH:39]=[CH:40][C:41]([F:44])=[CH:42][CH:43]=2)=[C:36]([C:3]2[CH:4]=[CH:5][C:6]3[O:11][CH2:10][C:9](=[O:12])[NH:8][C:7]=3[C:2]=2[CH3:1])[C:35]([CH3:46])=[N:34]1)[C:23]1[CH:28]=[CH:27][CH:26]=[CH:25][CH:24]=1. The catalyst class is: 57. (8) Reactant: CO[C:3]([C:5]1[C:6](=[O:16])[S:7][C:8]2[C:13]([C:14]=1[OH:15])=[CH:12][CH:11]=[CH:10][CH:9]=2)=[O:4].[NH2:17][CH2:18][C:19]([O-:21])=[O:20].[Na+]. Product: [OH:15][C:14]1[C:13]2[C:8](=[CH:9][CH:10]=[CH:11][CH:12]=2)[S:7][C:6](=[O:16])[C:5]=1[C:3]([NH:17][CH2:18][C:19]([OH:21])=[O:20])=[O:4]. The catalyst class is: 141. (9) Reactant: [CH2:1]([O:3][C:4]1[CH:5]=[C:6]([O:57][CH:58]([CH3:60])[CH3:59])[C:7]([F:56])=[C:8]([CH:10]([NH:43][C:44]2[CH:49]=[CH:48][C:47]([C:50]3[N:54]=[C:53]([CH3:55])[O:52][N:51]=3)=[CH:46][CH:45]=2)[C:11]2[N:12]([C:24]([C:37]3[CH:42]=[CH:41][CH:40]=[CH:39][CH:38]=3)([C:31]3[CH:36]=[CH:35][CH:34]=[CH:33][CH:32]=3)[C:25]3[CH:30]=[CH:29][CH:28]=[CH:27][CH:26]=3)[CH:13]=[C:14]([C:16]3[CH:23]=[CH:22][CH:21]=[CH:20][C:17]=3[CH:18]=[O:19])[N:15]=2)[CH:9]=1)[CH3:2].[CH3:61][CH2:62][Mg+].[Br-].CCOC(C)=O.[Na+].[Cl-]. Product: [CH2:1]([O:3][C:4]1[CH:5]=[C:6]([O:57][CH:58]([CH3:59])[CH3:60])[C:7]([F:56])=[C:8]([CH:10]([NH:43][C:44]2[CH:45]=[CH:46][C:47]([C:50]3[N:54]=[C:53]([CH3:55])[O:52][N:51]=3)=[CH:48][CH:49]=2)[C:11]2[N:12]([C:24]([C:37]3[CH:42]=[CH:41][CH:40]=[CH:39][CH:38]=3)([C:25]3[CH:26]=[CH:27][CH:28]=[CH:29][CH:30]=3)[C:31]3[CH:36]=[CH:35][CH:34]=[CH:33][CH:32]=3)[CH:13]=[C:14]([C:16]3[CH:23]=[CH:22][CH:21]=[CH:20][C:17]=3[CH:18]([OH:19])[CH2:61][CH3:62])[N:15]=2)[CH:9]=1)[CH3:2]. The catalyst class is: 1. (10) Reactant: C([N:8]1[CH2:13][CH2:12][CH:11]([CH3:14])[CH:10]([NH:15][C:16]2[C:17]3[N:18]([CH:25]=[CH:26][CH:27]=3)[N:19]=[CH:20][C:21]=2[C:22]([NH2:24])=[O:23])[CH2:9]1)C1C=CC=CC=1. Product: [CH3:14][CH:11]1[CH2:12][CH2:13][NH:8][CH2:9][CH:10]1[NH:15][C:16]1[C:17]2[N:18]([CH:25]=[CH:26][CH:27]=2)[N:19]=[CH:20][C:21]=1[C:22]([NH2:24])=[O:23]. The catalyst class is: 19.